Regression. Given a peptide amino acid sequence and an MHC pseudo amino acid sequence, predict their binding affinity value. This is MHC class I binding data. From a dataset of Peptide-MHC class I binding affinity with 185,985 pairs from IEDB/IMGT. (1) The peptide sequence is MMFINSTCY. The MHC is HLA-A33:01 with pseudo-sequence HLA-A33:01. The binding affinity (normalized) is 0.235. (2) The peptide sequence is AYTSSDDEI. The MHC is HLA-A24:02 with pseudo-sequence HLA-A24:02. The binding affinity (normalized) is 0.215. (3) The MHC is HLA-C14:02 with pseudo-sequence HLA-C14:02. The peptide sequence is YTIGIGAFY. The binding affinity (normalized) is 0.787. (4) The peptide sequence is GRWILAIPR. The MHC is Mamu-B03 with pseudo-sequence Mamu-B03. The binding affinity (normalized) is 0.493. (5) The peptide sequence is ALLELFNAF. The MHC is HLA-B15:03 with pseudo-sequence HLA-B15:03. The binding affinity (normalized) is 1.00. (6) The peptide sequence is GLDARAYRL. The MHC is HLA-E01:03 with pseudo-sequence HLA-E01:03. The binding affinity (normalized) is 0. (7) The peptide sequence is LVTMGTGTFGR. The MHC is HLA-A24:02 with pseudo-sequence HLA-A24:02. The binding affinity (normalized) is 0.0847. (8) The peptide sequence is STKNILVTV. The MHC is HLA-A02:03 with pseudo-sequence HLA-A02:03. The binding affinity (normalized) is 0.680. (9) The peptide sequence is FEYISDAFSL. The MHC is HLA-B44:02 with pseudo-sequence HLA-B44:02. The binding affinity (normalized) is 0.254. (10) The peptide sequence is MAWERGPAL. The MHC is HLA-C03:03 with pseudo-sequence HLA-C03:03. The binding affinity (normalized) is 1.00.